The task is: Predict the product of the given reaction.. This data is from Forward reaction prediction with 1.9M reactions from USPTO patents (1976-2016). (1) The product is: [CH2:36]([N:32]1[N:31]=[C:30]([C:27]2[CH:28]=[CH:29][C:24]([C:17]3([C:14]4[CH:15]=[CH:16][C:11]([O:10][CH2:9][C:4]5[CH:5]=[CH:6][CH:7]=[CH:8][N:3]=5)=[CH:12][CH:13]=4)[CH2:22][CH:21]4[CH2:23][CH:18]3[CH2:19][CH2:20]4)=[CH:25][CH:26]=2)[O:34][C:33]1=[O:35])[CH3:37]. Given the reactants [H-].[Na+].[N:3]1[CH:8]=[CH:7][CH:6]=[CH:5][C:4]=1[CH2:9][O:10][C:11]1[CH:16]=[CH:15][C:14]([C:17]2([C:24]3[CH:29]=[CH:28][C:27]([C:30]4[O:34][C:33](=[O:35])[NH:32][N:31]=4)=[CH:26][CH:25]=3)[CH2:22][CH:21]3[CH2:23][CH:18]2[CH2:19][CH2:20]3)=[CH:13][CH:12]=1.[CH2:36](I)[CH3:37], predict the reaction product. (2) Given the reactants [S-2:1].[Na+].[Na+].C([O-])(=O)C.[Na+].Cl[C:10]1[CH:15]=[CH:14][C:13](Cl)=[CH:12][CH:11]=1.Cl[C:18]1[CH:23]=[CH:22][CH:21]=[C:20](Cl)[CH:19]=1, predict the reaction product. The product is: [C:10]12[S:1][C:12](=[CH:13][CH:14]=[CH:15]1)[CH:11]=2.[C:18]12[S:1][C:21]([CH:22]=[CH:23]1)=[CH:20][CH:19]=2. (3) The product is: [Br-:6].[CH3:11][O:10][C:8](=[O:9])[CH2:7][N+:3]1[CH:4]=[CH:5][S:1][CH:2]=1. Given the reactants [S:1]1[CH:5]=[CH:4][N:3]=[CH:2]1.[Br:6][CH2:7][C:8]([O:10][CH3:11])=[O:9], predict the reaction product.